From a dataset of Full USPTO retrosynthesis dataset with 1.9M reactions from patents (1976-2016). Predict the reactants needed to synthesize the given product. (1) The reactants are: [Si]([O:8][C@@H:9]1[C@@:44]2([CH3:45])[C:13](=[CH:14][CH:15]=[C:16]3[C@@H:43]2[CH2:42][CH2:41][C@@:40]2([CH3:46])[C@H:17]3[CH2:18][CH:19]=[C:20]2[C@@H:21]([O:23][CH2:24]/[CH:25]=[CH:26]/[C:27]([CH2:38][CH3:39])([O:30][Si](CC)(CC)CC)[CH2:28][CH3:29])[CH3:22])[CH2:12][C@@H:11]([O:47][Si](C(C)(C)C)(C)C)[CH2:10]1)(C(C)(C)C)(C)C.[F-].C([N+](CCCC)(CCCC)CCCC)CCC. Given the product [OH:8][C@@H:9]1[C@@:44]2([CH3:45])[C:13](=[CH:14][CH:15]=[C:16]3[C@@H:43]2[CH2:42][CH2:41][C@@:40]2([CH3:46])[C@H:17]3[CH2:18][CH:19]=[C:20]2[C@@H:21]([O:23][CH2:24]/[CH:25]=[CH:26]/[C:27]([CH2:38][CH3:39])([OH:30])[CH2:28][CH3:29])[CH3:22])[CH2:12][C@@H:11]([OH:47])[CH2:10]1, predict the reactants needed to synthesize it. (2) Given the product [F:24][C:19]1[CH:20]=[CH:21][CH:22]=[CH:23][C:18]=1[CH2:17][N:10]1[C:11]2=[N:12][CH:13]=[CH:14][CH:15]=[C:16]2[C:8]([C:5]2[N:6]=[N:7][C:2]([NH2:1])=[C:3]([NH2:26])[N:4]=2)=[N:9]1, predict the reactants needed to synthesize it. The reactants are: [NH2:1][C:2]1[N:7]=[N:6][C:5]([C:8]2[C:16]3[C:11](=[N:12][CH:13]=[CH:14][CH:15]=3)[N:10]([CH2:17][C:18]3[CH:23]=[CH:22][CH:21]=[CH:20][C:19]=3[F:24])[N:9]=2)=[N:4][C:3]=1O.[NH3:26]. (3) Given the product [NH2:7][CH2:6][C:5]1[C:8]([CH3:10])=[CH:9][C:2]([NH2:1])=[N:3][CH:4]=1, predict the reactants needed to synthesize it. The reactants are: [NH2:1][C:2]1[CH:9]=[C:8]([CH3:10])[C:5]([C:6]#[N:7])=[CH:4][N:3]=1.